From a dataset of hERG potassium channel inhibition data for cardiac toxicity prediction from Karim et al.. Regression/Classification. Given a drug SMILES string, predict its toxicity properties. Task type varies by dataset: regression for continuous values (e.g., LD50, hERG inhibition percentage) or binary classification for toxic/non-toxic outcomes (e.g., AMES mutagenicity, cardiotoxicity, hepatotoxicity). Dataset: herg_karim. (1) The drug is COc1ccc(-c2ccc3c(N4CCOC[C@H]4C)nc(N4CCN(C)CC4)nc3n2)cc1CO. The result is 0 (non-blocker). (2) The compound is COCCNCCCc1cc(-c2cccc(C(F)(F)F)c2)nc(C#N)n1. The result is 1 (blocker). (3) The result is 0 (non-blocker). The compound is O=C(c1ccc(C[C@@H]2CC[C@H]([C@H](O)c3ccccc3)N2)cc1)N1C[C@H]2[C@@H](C1)[C@@H]2c1nnco1. (4) The molecule is Cc1[nH]c(/C=C2\C(=O)Nc3ccc(F)cc32)c(C)c1NC(=O)CCN1CCN(C)CC1. The result is 0 (non-blocker).